This data is from Forward reaction prediction with 1.9M reactions from USPTO patents (1976-2016). The task is: Predict the product of the given reaction. (1) Given the reactants N1C2C(=CC=CC=2)C=CC=1.[CH3:11][CH:12]1[CH2:26][CH2:25][O:24][C:23](=[O:27])[CH2:22][CH:21]=[CH:20][CH2:19][CH2:18][CH2:17][C:16]#[C:15][CH2:14][CH2:13]1, predict the reaction product. The product is: [CH3:11][CH:12]1[CH2:26][CH2:25][O:24][C:23](=[O:27])[CH2:22][CH:21]=[CH:20][CH2:19][CH2:18][CH2:17][CH:16]=[CH:15][CH2:14][CH2:13]1. (2) Given the reactants [CH:1]([C:3]1[CH:11]=[CH:10][C:6]([C:7]([OH:9])=[O:8])=[CH:5][CH:4]=1)=[CH2:2].[CH2:12](O)[CH2:13][CH2:14][CH2:15][CH2:16][CH2:17][CH2:18][CH2:19][CH2:20][CH2:21][CH2:22][CH2:23][CH2:24][CH2:25][CH2:26][CH2:27][CH2:28][CH3:29].C1(C)C=CC(S(O)(=O)=O)=CC=1.C1(C)C=CC=CC=1, predict the reaction product. The product is: [CH:1]([C:3]1[CH:11]=[CH:10][C:6]([C:7]([O:9][CH2:29][CH2:28][CH2:27][CH2:26][CH2:25][CH2:24][CH2:23][CH2:22][CH2:21][CH2:20][CH2:19][CH2:18][CH2:17][CH2:16][CH2:15][CH2:14][CH2:13][CH3:12])=[O:8])=[CH:5][CH:4]=1)=[CH2:2]. (3) The product is: [Cl:1][C:2]1[N:6]2[CH:7]=[C:8]([C:15]3[CH:19]=[CH:18][O:17][CH:16]=3)[CH:9]=[C:10]([C:11]([F:14])([F:12])[F:13])[C:5]2=[N:4][C:3]=1[C:20]([N:22]1[CH2:27][CH:26]=[C:25]([C:38]2[C:39]([F:45])=[CH:40][CH:41]=[C:42]([O:43][CH3:44])[C:37]=2[F:36])[CH2:24][CH2:23]1)=[O:21]. Given the reactants [Cl:1][C:2]1[N:6]2[CH:7]=[C:8]([C:15]3[CH:19]=[CH:18][O:17][CH:16]=3)[CH:9]=[C:10]([C:11]([F:14])([F:13])[F:12])[C:5]2=[N:4][C:3]=1[C:20]([N:22]1[CH2:27][CH:26]=[C:25](OS(C(F)(F)F)(=O)=O)[CH2:24][CH2:23]1)=[O:21].[F:36][C:37]1[C:42]([O:43][CH3:44])=[CH:41][CH:40]=[C:39]([F:45])[C:38]=1B(O)O.C(Cl)Cl, predict the reaction product. (4) Given the reactants [C:1]([O:9][CH2:10][C:11]1[CH:16]=[CH:15][CH:14]=[CH:13][C:12]=1[C:17](Cl)=[O:18])(=[O:8])[C:2]1[CH:7]=[CH:6][CH:5]=[CH:4][CH:3]=1.C(N(CC)CC)C.[CH2:27]([NH2:30])[C:28]#[CH:29].O, predict the reaction product. The product is: [C:1]([O:9][CH2:10][C:11]1[CH:16]=[CH:15][CH:14]=[CH:13][C:12]=1[C:17](=[O:18])[NH:30][CH2:27][C:28]#[CH:29])(=[O:8])[C:2]1[CH:7]=[CH:6][CH:5]=[CH:4][CH:3]=1. (5) Given the reactants [C:1]([NH:8][C@H:9]([CH2:14][OH:15])[C@H:10]([CH2:12][CH3:13])[CH3:11])([O:3][C:4]([CH3:7])([CH3:6])[CH3:5])=[O:2], predict the reaction product. The product is: [C:4]([O:3][C:1](=[O:2])[NH:8][C@H:9]([CH:14]=[O:15])[C@@H:10]([CH3:11])[CH2:12][CH3:13])([CH3:5])([CH3:7])[CH3:6]. (6) Given the reactants [NH2:1][C:2]1[C:3]([CH2:9][OH:10])=[N:4][C:5]([Cl:8])=[CH:6][CH:7]=1, predict the reaction product. The product is: [NH2:1][C:2]1[C:3]([CH:9]=[O:10])=[N:4][C:5]([Cl:8])=[CH:6][CH:7]=1.